From a dataset of Forward reaction prediction with 1.9M reactions from USPTO patents (1976-2016). Predict the product of the given reaction. (1) Given the reactants Br[C:2]1[S:3][C:4]([C:7]([CH3:13])([CH3:12])[CH2:8][CH2:9][CH2:10][CH3:11])=[CH:5][CH:6]=1.C([Li])CCC.CCCCCC.CN(C)[CH:27]=[O:28].[Cl-].[NH4+], predict the reaction product. The product is: [CH3:12][C:7]([C:4]1[S:3][C:2]([CH:27]=[O:28])=[CH:6][CH:5]=1)([CH3:13])[CH2:8][CH2:9][CH2:10][CH3:11]. (2) Given the reactants [CH2:1]([C:5]1[N:6](C(C)(C)C)[N:7]=[C:8]2[C:17]=1[C:16]1[CH:15]=[CH:14][CH:13]=[CH:12][C:11]=1[N:10]=[C:9]2[NH2:18])[CH2:2][CH2:3][CH3:4].[ClH:23], predict the reaction product. The product is: [ClH:23].[CH2:1]([C:5]1[NH:6][N:7]=[C:8]2[C:17]=1[C:16]1[CH:15]=[CH:14][CH:13]=[CH:12][C:11]=1[N:10]=[C:9]2[NH2:18])[CH2:2][CH2:3][CH3:4]. (3) Given the reactants [OH:1][C@@H:2]1[CH2:7][CH2:6][CH2:5][CH2:4][C@H:3]1[NH:8][C:9]([C:11]1[C:16]([C:17]([F:20])([F:19])[F:18])=[N:15][C:14]([O:21][C:22]2[CH:27]=[CH:26][CH:25]=[CH:24][CH:23]=2)=[C:13]([C:28]2[CH:33]=[CH:32][CH:31]=[C:30]([Cl:34])[CH:29]=2)[N:12]=1)=[O:10].COC(C1C(C(F)(F)F)=NC(Br)=C(C2C=CC([Cl:56])=C(Cl)C=2)N=1)=O, predict the reaction product. The product is: [OH:1][C@@H:2]1[CH2:7][CH2:6][CH2:5][CH2:4][C@H:3]1[NH:8][C:9]([C:11]1[C:16]([C:17]([F:20])([F:18])[F:19])=[N:15][C:14]([O:21][C:22]2[CH:27]=[CH:26][CH:25]=[CH:24][CH:23]=2)=[C:13]([C:28]2[CH:33]=[CH:32][C:31]([Cl:56])=[C:30]([Cl:34])[CH:29]=2)[N:12]=1)=[O:10]. (4) Given the reactants [CH3:1][C:2]([C:4]1[CH:9]=[C:8]([O:10][CH2:11][C:12]([F:15])([F:14])[F:13])[CH:7]=[CH:6][C:5]=1[O:16][CH2:17][C:18]([F:21])([F:20])[F:19])=[O:3].[CH:22](=O)[C:23]1[CH:28]=[CH:27][C:26]([O:29][CH3:30])=[CH:25][CH:24]=1, predict the reaction product. The product is: [F:21][C:18]([F:19])([F:20])[CH2:17][O:16][C:5]1[CH:6]=[CH:7][C:8]([O:10][CH2:11][C:12]([F:13])([F:14])[F:15])=[CH:9][C:4]=1[C:2](=[O:3])[CH:1]=[CH:22][C:23]1[CH:28]=[CH:27][C:26]([O:29][CH3:30])=[CH:25][CH:24]=1. (5) Given the reactants CC1(C)C(C)(C)OB([C:9]2[CH:10]=[C:11]3[C:16](=[CH:17][CH:18]=2)[N:15]=[C:14]([NH2:19])[N:13]=[CH:12]3)O1.Cl[C:22]1[CH:23]=[C:24]([CH:26]=[CH:27][C:28]=1[O:29][CH3:30])[NH2:25].O.P([O-])([O-])([O-])=O.[K+].[K+].[K+].C1(P(C2CCCCC2)C2C=CC=CC=2C2C(OC)=CC=CC=2OC)CCCCC1, predict the reaction product. The product is: [NH2:25][C:24]1[CH:23]=[CH:22][C:28]([O:29][CH3:30])=[C:27]([C:9]2[CH:10]=[C:11]3[C:16](=[CH:17][CH:18]=2)[N:15]=[C:14]([NH2:19])[N:13]=[CH:12]3)[CH:26]=1. (6) The product is: [Br:18][C:19]1[CH:20]=[CH:21][C:22]([O:11][CH2:12][CH:13]2[CH2:14][CH:15]([OH:17])[CH2:16]2)=[N:23][C:24]=1[CH3:25]. Given the reactants CC1C=CC(S([O:11][CH2:12][CH:13]2[CH2:16][CH:15]([OH:17])[CH2:14]2)(=O)=O)=CC=1.[Br:18][C:19]1[CH:20]=[CH:21][C:22](O)=[N:23][C:24]=1[CH3:25].C([O-])([O-])=O.[K+].[K+].O, predict the reaction product.